This data is from Forward reaction prediction with 1.9M reactions from USPTO patents (1976-2016). The task is: Predict the product of the given reaction. (1) Given the reactants [F:1][C:2]([F:7])([F:6])[C:3]([OH:5])=[O:4].[C:8]1([C:14]2[CH:19]=[C:18]([CH:20]3[CH2:25][CH2:24][NH:23][CH2:22][CH2:21]3)[CH:17]=[CH:16][C:15]=2[NH:26][C:27]([C:29]2[NH:30][CH:31]=[C:32]([C:34]#[N:35])[N:33]=2)=[O:28])[CH2:13][CH2:12][CH2:11][CH2:10][CH:9]=1.C([O-])([O-])=O.[K+].[K+].F[C:43]1[CH:48]=[CH:47][CH:46]=[CH:45][N:44]=1.CN(C)C(=O)C, predict the reaction product. The product is: [F:1][C:2]([F:7])([F:6])[C:3]([OH:5])=[O:4].[C:8]1([C:14]2[CH:19]=[C:18]([CH:20]3[CH2:21][CH2:22][N:23]([C:43]4[CH:48]=[CH:47][CH:46]=[CH:45][N:44]=4)[CH2:24][CH2:25]3)[CH:17]=[CH:16][C:15]=2[NH:26][C:27]([C:29]2[NH:30][CH:31]=[C:32]([C:34]#[N:35])[N:33]=2)=[O:28])[CH2:13][CH2:12][CH2:11][CH2:10][CH:9]=1. (2) The product is: [CH:31]1([NH:34][C:16](=[O:18])[C:15](=[O:19])[CH:14]([NH:13][C:11]([C@H:6]2[CH2:7][CH2:8][C:9](=[O:10])[N:5]2[CH2:4][C:3]2[CH:27]=[CH:28][CH:29]=[CH:30][C:2]=2[F:1])=[O:12])[CH2:20][C:21]2[CH:22]=[CH:23][CH:24]=[CH:25][CH:26]=2)[CH2:33][CH2:32]1. Given the reactants [F:1][C:2]1[CH:30]=[CH:29][CH:28]=[CH:27][C:3]=1[CH2:4][N:5]1[C:9](=[O:10])[CH2:8][CH2:7][C@@H:6]1[C:11]([NH:13][CH:14]([CH2:20][C:21]1[CH:26]=[CH:25][CH:24]=[CH:23][CH:22]=1)[CH:15]([OH:19])[C:16]([OH:18])=O)=[O:12].[CH:31]1([NH2:34])[CH2:33][CH2:32]1.O[NH-].O=[N-], predict the reaction product. (3) The product is: [Cl:22][CH2:21][CH2:20][CH2:19][CH2:18][N:5]1[C:4](=[O:3])[NH:9][C:8](=[O:10])[CH:7]=[N:6]1. Given the reactants C[Si](C)(C)[O:3][C:4]1[N:5]=[N:6][CH:7]=[C:8]([O:10][Si](C)(C)C)[N:9]=1.Br[CH2:18][CH2:19][CH2:20][CH2:21][Cl:22].CO, predict the reaction product. (4) Given the reactants [OH-:1].[Li+].C([N:6]1[C:14]2[C:9](=[C:10]([CH3:20])[C:11](CC([O-])=O)=[CH:12][C:13]=2[CH3:15])[CH:8]=[N:7]1)(=O)C.[Cl-].[NH4+], predict the reaction product. The product is: [CH3:20][C:10]1[C:11]([OH:1])=[CH:12][C:13]([CH3:15])=[C:14]2[C:9]=1[CH:8]=[N:7][NH:6]2. (5) Given the reactants [Se]=O.C([O:7]O)(C)(C)C.[C:9]([O:13][C:14](=[O:33])[C:15]([O:29][C:30](=[O:32])[CH3:31])([C:26](=[O:28])[CH3:27])[CH2:16]/[CH:17]=[C:18](/[CH3:25])\[CH2:19][CH2:20][CH:21]=[C:22]([CH3:24])[CH3:23])([CH3:12])([CH3:11])[CH3:10], predict the reaction product. The product is: [C:9]([O:13][C:14](=[O:33])[C:15]([O:29][C:30](=[O:32])[CH3:31])([C:26](=[O:28])[CH3:27])[CH2:16]/[CH:17]=[C:18](/[CH3:25])\[CH2:19][CH2:20][CH:21]=[C:22]([CH3:24])[CH2:23][OH:7])([CH3:10])([CH3:11])[CH3:12]. (6) Given the reactants [F:1][C:2]1[CH:15]=[CH:14][C:5]2[O:6][CH2:7][CH2:8][C:9]([C:11]([OH:13])=O)=[CH:10][C:4]=2[CH:3]=1.[N:16]1([C:21]2[CH:22]=[C:23]([NH2:27])[CH:24]=[CH:25][CH:26]=2)[CH:20]=[N:19][CH:18]=[N:17]1.Cl.C(N=C=NCCCN(C)C)C, predict the reaction product. The product is: [N:16]1([C:21]2[CH:22]=[C:23]([NH:27][C:11]([C:9]3[CH2:8][CH2:7][O:6][C:5]4[CH:14]=[CH:15][C:2]([F:1])=[CH:3][C:4]=4[CH:10]=3)=[O:13])[CH:24]=[CH:25][CH:26]=2)[CH:20]=[N:19][CH:18]=[N:17]1. (7) Given the reactants [Cl:1][C:2]1[CH:10]=[CH:9][CH:8]=[C:7]([F:11])[C:3]=1[C:4]([OH:6])=O.[Cl:12][C:13]1[CH:18]=[CH:17][C:16]([CH:19]([CH:22]2[CH2:27][CH2:26][O:25][CH2:24][CH2:23]2)[CH2:20][NH2:21])=[CH:15][CH:14]=1, predict the reaction product. The product is: [Cl:1][C:2]1[CH:10]=[CH:9][CH:8]=[C:7]([F:11])[C:3]=1[C:4]([NH:21][CH2:20][CH:19]([C:16]1[CH:15]=[CH:14][C:13]([Cl:12])=[CH:18][CH:17]=1)[CH:22]1[CH2:23][CH2:24][O:25][CH2:26][CH2:27]1)=[O:6]. (8) Given the reactants [CH3:1][C:2]1([CH3:16])[C:10]2[C:5](=[CH:6][CH:7]=[C:8]([C:11]([F:14])([F:13])[F:12])[CH:9]=2)[NH:4][C:3]1=[O:15].[C:17](OCCl)(=O)C(C)(C)C.[OH:26][C:27]1[CH:32]=[CH:31][C:30]([CH:33]([C:39]#[C:40][CH3:41])[CH2:34][C:35]([O:37]C)=[O:36])=[CH:29][CH:28]=1, predict the reaction product. The product is: [CH3:1][C:2]1([CH3:16])[C:10]2[C:5](=[CH:6][CH:7]=[C:8]([C:11]([F:14])([F:12])[F:13])[CH:9]=2)[N:4]([CH2:17][O:26][C:27]2[CH:32]=[CH:31][C:30]([CH:33]([C:39]#[C:40][CH3:41])[CH2:34][C:35]([OH:37])=[O:36])=[CH:29][CH:28]=2)[C:3]1=[O:15]. (9) Given the reactants B1([O-])OO1.O.O.O.O.[Na+].C1C[O:13]CC1.[F:15][C:16]1[C:21](B2OC(C)(C)C(C)(C)O2)=[CH:20][CH:19]=[C:18]([F:31])[N:17]=1, predict the reaction product. The product is: [F:15][C:16]1[C:21]([OH:13])=[CH:20][CH:19]=[C:18]([F:31])[N:17]=1.